Dataset: Reaction yield outcomes from USPTO patents with 853,638 reactions. Task: Predict the reaction yield, written as a fraction of the theoretical maximum amount of product (1.0 means a 100% yield; for example, 0.34 means a 34% yield). (1) The reactants are [Cl:1][C:2]1[C:3]([C:26]#[N:27])=[C:4]([C:8]([NH:10][C@@H:11]2[CH2:16][CH2:15][N:14](C(OCC)=O)[CH2:13][C@@H:12]2[O:22][CH2:23][CH2:24][CH3:25])=[O:9])[NH:5][C:6]=1[CH3:7].[OH-].[K+].O.NN.O. The catalyst is C(O)CO. The product is [Cl:1][C:2]1[C:3]([C:26]#[N:27])=[C:4]([C:8]([NH:10][C@@H:11]2[CH2:16][CH2:15][NH:14][CH2:13][C@@H:12]2[O:22][CH2:23][CH2:24][CH3:25])=[O:9])[NH:5][C:6]=1[CH3:7]. The yield is 0.710. (2) The reactants are Cl[CH:2](Cl)[C:3]1[CH:7]=[CH:6][S:5][C:4]=1[N+:8]([O-:10])=[O:9].[OH-:12].[Na+]. The catalyst is C(O)=O. The product is [N+:8]([C:4]1[S:5][CH:6]=[CH:7][C:3]=1[CH:2]=[O:12])([O-:10])=[O:9]. The yield is 0.410. (3) The reactants are [F:1][C:2]1[CH:7]=[CH:6][C:5]([C@H:8]2[CH2:13][N:12]([CH2:14][C:15]3[CH:20]=[CH:19][CH:18]=[CH:17][CH:16]=3)[C:11](=O)[CH2:10][O:9]2)=[CH:4][CH:3]=1.[H-].[Al+3].[Li+].[H-].[H-].[H-]. The catalyst is O1CCCC1. The product is [F:1][C:2]1[CH:3]=[CH:4][C:5]([C@@H:8]2[O:9][CH2:10][CH2:11][N:12]([CH2:14][C:15]3[CH:16]=[CH:17][CH:18]=[CH:19][CH:20]=3)[CH2:13]2)=[CH:6][CH:7]=1. The yield is 0.980. (4) The reactants are [Cl:1][C:2]1[N:7]=[C:6]2[CH:8]=[C:9](OS(C(F)(F)F)(=O)=O)[N:10](C(OCC)=O)[C:5]2=[CH:4][CH:3]=1.[F:24][C:25]1[CH:30]=[C:29]([O:31][CH3:32])[CH:28]=[C:27]([F:33])[C:26]=1B(O)O.C(=O)(O)[O-].[Na+].C1(C)C=CC=CC=1. The catalyst is C1C=CC([P]([Pd]([P](C2C=CC=CC=2)(C2C=CC=CC=2)C2C=CC=CC=2)([P](C2C=CC=CC=2)(C2C=CC=CC=2)C2C=CC=CC=2)[P](C2C=CC=CC=2)(C2C=CC=CC=2)C2C=CC=CC=2)(C2C=CC=CC=2)C2C=CC=CC=2)=CC=1.O.C(O)C. The product is [Cl:1][C:2]1[N:7]=[C:6]2[CH:8]=[C:9]([C:26]3[C:25]([F:24])=[CH:30][C:29]([O:31][CH3:32])=[CH:28][C:27]=3[F:33])[NH:10][C:5]2=[CH:4][CH:3]=1. The yield is 0.687. (5) The reactants are N#N.[Cl:3][C:4]1[CH:9]=[C:8](I)[CH:7]=[CH:6][N:5]=1.[N+:11]([C:14]1[CH:15]=[C:16]([CH:18]=[CH:19][CH:20]=1)[NH2:17])([O-:13])=[O:12].C1C=CC(P(C2C(C3C(P(C4C=CC=CC=4)C4C=CC=CC=4)=CC=C4C=3C=CC=C4)=C3C(C=CC=C3)=CC=2)C2C=CC=CC=2)=CC=1.C([O-])([O-])=O.[Cs+].[Cs+]. The catalyst is C1(C)C=CC=CC=1.CC([O-])=O.CC([O-])=O.[Pd+2]. The product is [Cl:3][C:4]1[CH:9]=[C:8]([NH:17][C:16]2[CH:18]=[CH:19][CH:20]=[C:14]([N+:11]([O-:13])=[O:12])[CH:15]=2)[CH:7]=[CH:6][N:5]=1. The yield is 0.910. (6) The reactants are [C:1]([CH2:3]P(=O)(OCC)OCC)#[N:2].[H-].[Na+].[CH2:14]([N:16]1[CH:24]=[C:23]2[C:18]([CH:19]=[CH:20][CH:21]=[C:22]2[CH:25]=O)=[N:17]1)[CH3:15]. The catalyst is O1CCCC1.[Cl-].[NH4+]. The product is [CH2:14]([N:16]1[CH:24]=[C:23]2[C:18]([CH:19]=[CH:20][CH:21]=[C:22]2/[CH:25]=[CH:3]/[C:1]#[N:2])=[N:17]1)[CH3:15]. The yield is 0.930. (7) The reactants are [C:1]([C@@:3]1([OH:19])[C@H:7]([OH:8])[C@@H:6]([CH2:9][OH:10])[O:5][C@H:4]1[N:11]1[CH:16]=[CH:15][C:14](=[O:17])[NH:13][C:12]1=[O:18])#[CH:2].C([Mg]Cl)(C)(C)C.[Cl:26][C:27]1[CH:57]=[CH:56][C:30]([O:31][P:32]([NH:46][C@@H:47]([CH3:55])[C:48]([O:50][C@@H:51]([CH2:53][CH3:54])[CH3:52])=[O:49])(OC2C(F)=C(F)C(F)=C(F)C=2F)=[O:33])=[CH:29][CH:28]=1. The catalyst is C1COCC1. The product is [Cl:26][C:27]1[CH:28]=[CH:29][C:30]([O:31][P:32]([NH:46][C@@H:47]([CH3:55])[C:48]([O:50][C@@H:51]([CH2:53][CH3:54])[CH3:52])=[O:49])([O:10][CH2:9][C@@H:6]2[C@@H:7]([OH:8])[C@@:3]([C:1]#[CH:2])([OH:19])[C@H:4]([N:11]3[CH:16]=[CH:15][C:14](=[O:17])[NH:13][C:12]3=[O:18])[O:5]2)=[O:33])=[CH:56][CH:57]=1. The yield is 0.760. (8) The reactants are Br[C:2]1[CH:3]=[C:4]2[C:8](=[C:9]([C:11]([NH2:13])=[O:12])[CH:10]=1)[NH:7][CH:6]=[C:5]2[CH:14]1[CH2:19][CH2:18][N:17]([S:20]([CH2:23][CH3:24])(=[O:22])=[O:21])[CH2:16][CH2:15]1.[Cl:25][C:26]1[CH:31]=[C:30]([Cl:32])[CH:29]=[CH:28][C:27]=1[SH:33].C(O)CO.C(=O)([O-])[O-].[K+].[K+]. The catalyst is C(O)(C)C.[Cu](I)I. The product is [Cl:25][C:26]1[CH:31]=[C:30]([Cl:32])[CH:29]=[CH:28][C:27]=1[S:33][C:2]1[CH:3]=[C:4]2[C:8](=[C:9]([C:11]([NH2:13])=[O:12])[CH:10]=1)[NH:7][CH:6]=[C:5]2[CH:14]1[CH2:19][CH2:18][N:17]([S:20]([CH2:23][CH3:24])(=[O:22])=[O:21])[CH2:16][CH2:15]1. The yield is 0.0400. (9) The reactants are C(N(CC)CC)C.[CH3:8][O:9][C:10](Cl)=[O:11].[OH:13][C:14]12[C:25]3[C:20](=[CH:21][CH:22]=[CH:23][CH:24]=3)[C:19](=[O:26])[C:18]1([NH:27][C:28](=[O:30])[CH3:29])[C:17]1[CH:31]=[CH:32][C:33]([CH:35]([CH3:37])[CH3:36])=[CH:34][C:16]=1[O:15]2. The catalyst is C1COCC1. The product is [C:10](=[O:11])([O:9][CH3:8])[O:15][C:16]1[CH:34]=[C:33]([CH:35]([CH3:37])[CH3:36])[CH:32]=[CH:31][C:17]=1[C:18]1([NH:27][C:28](=[O:30])[CH3:29])[C:19](=[O:26])[C:20]2[C:25](=[CH:24][CH:23]=[CH:22][CH:21]=2)[C:14]1=[O:13]. The yield is 0.140.